This data is from NCI-60 drug combinations with 297,098 pairs across 59 cell lines. The task is: Regression. Given two drug SMILES strings and cell line genomic features, predict the synergy score measuring deviation from expected non-interaction effect. Drug 1: C1C(C(OC1N2C=C(C(=O)NC2=O)F)CO)O. Drug 2: C1CN(CCN1C(=O)CCBr)C(=O)CCBr. Cell line: OVCAR-4. Synergy scores: CSS=14.1, Synergy_ZIP=-3.50, Synergy_Bliss=-0.625, Synergy_Loewe=-24.3, Synergy_HSA=-0.290.